Dataset: Reaction yield outcomes from USPTO patents with 853,638 reactions. Task: Predict the reaction yield, written as a fraction of the theoretical maximum amount of product (1.0 means a 100% yield; for example, 0.34 means a 34% yield). (1) The reactants are [CH3:1][NH:2][CH3:3].C1COCC1.C(=O)(OC(C(C)(C)C)[S:13]([C:16]1[CH:21]=[CH:20][C:19]([C:22]2[C:23]([C:28]3[CH:33]=[CH:32][C:31](Br)=[CH:30][CH:29]=3)=[N:24][O:25][C:26]=2[CH3:27])=[CH:18][CH:17]=1)(=[O:15])=[O:14])N.C1(P(C2CCCCC2)C2C=CC=CC=2C2C=CC=C[C:54]=2[N:59](C)C)CCCCC1.CC(C)([O-])C.[Na+]. The catalyst is C1(C)C=CC=CC=1.[Pd].[Pd].C(=CC(C=CC1C=CC=CC=1)=O)C1C=CC=CC=1.C(=CC(C=CC1C=CC=CC=1)=O)C1C=CC=CC=1.C(=CC(C=CC1C=CC=CC=1)=O)C1C=CC=CC=1.C(OCC)(=O)C.O. The product is [CH3:1][N:2]([CH3:3])[C:31]1[CH:30]=[CH:29][C:28]([C:23]2[C:22]([C:19]3[CH:20]=[CH:21][C:16]([S:13]([NH:59][CH3:54])(=[O:15])=[O:14])=[CH:17][CH:18]=3)=[C:26]([CH3:27])[O:25][N:24]=2)=[CH:33][CH:32]=1. The yield is 0.470. (2) The reactants are [CH3:1][O:2][C:3]1[CH:12]=[C:11]2[C:6]([CH2:7][CH2:8][CH2:9][C:10]2=O)=[CH:5][CH:4]=1.[C:14]([CH2:16]C(O)=O)#[N:15].C(O)(=O)CCCCCC.NC1C=CC=CC=1. The catalyst is C1(C)C=CC=CC=1. The product is [CH3:1][O:2][C:3]1[CH:12]=[C:11]2[C:6]([CH2:7][CH2:8][CH:9]=[C:10]2[CH2:16][C:14]#[N:15])=[CH:5][CH:4]=1. The yield is 0.870. (3) The reactants are [O:1]1[CH:5]=[CH:4][CH:3]=[C:2]1[CH2:6][O:7][CH2:8][CH2:9][CH2:10][CH2:11][CH2:12][CH2:13][CH2:14][CH2:15][CH2:16][CH2:17][CH2:18][O:19]C1CCCCO1.O.C1(C)C=CC(S(O)(=O)=O)=CC=1. The yield is 0.460. The catalyst is CO. The product is [O:1]1[CH:5]=[CH:4][CH:3]=[C:2]1[CH2:6][O:7][CH2:8][CH2:9][CH2:10][CH2:11][CH2:12][CH2:13][CH2:14][CH2:15][CH2:16][CH2:17][CH2:18][OH:19].